From a dataset of Peptide-MHC class I binding affinity with 185,985 pairs from IEDB/IMGT. Regression. Given a peptide amino acid sequence and an MHC pseudo amino acid sequence, predict their binding affinity value. This is MHC class I binding data. The peptide sequence is NRLKPRDFK. The MHC is HLA-A26:03 with pseudo-sequence HLA-A26:03. The binding affinity (normalized) is 0.0847.